Dataset: Forward reaction prediction with 1.9M reactions from USPTO patents (1976-2016). Task: Predict the product of the given reaction. (1) Given the reactants [C:1]([C:5]1[CH:6]=[C:7]([N:19]2[C:23]([CH2:24][CH:25]3[CH2:30][CH2:29][CH2:28][CH2:27][CH2:26]3)=[N:22][C:21]([C:31]([O:33]C)=[O:32])=[N:20]2)[CH:8]=[CH:9][C:10]=1[S:11](=[O:18])(=[O:17])[NH:12][C:13]([CH3:16])([CH3:15])[CH3:14])([CH3:4])([CH3:3])[CH3:2].O[Li].O, predict the reaction product. The product is: [C:1]([C:5]1[CH:6]=[C:7]([N:19]2[C:23]([CH2:24][CH:25]3[CH2:26][CH2:27][CH2:28][CH2:29][CH2:30]3)=[N:22][C:21]([C:31]([OH:33])=[O:32])=[N:20]2)[CH:8]=[CH:9][C:10]=1[S:11](=[O:18])(=[O:17])[NH:12][C:13]([CH3:16])([CH3:14])[CH3:15])([CH3:2])([CH3:3])[CH3:4]. (2) Given the reactants [Cl:1][C:2]1[C:10]2[N:9]=[C:8]3[N:11]([C:15]4[CH:20]=[CH:19][C:18]([O:21][CH3:22])=[CH:17][C:16]=4[CH3:23])[CH2:12][CH2:13][CH2:14][N:7]3[C:6]=2[C:5]([CH:24]([CH:26]2[CH2:28][CH2:27]2)[OH:25])=[CH:4][CH:3]=1.C(P(CCCC)CCCC)CCC.N(C(N1CCCCC1)=O)=NC(N1CCCCC1)=O.[F:60][C:61]([F:65])([F:64])[CH2:62]O, predict the reaction product. The product is: [Cl:1][C:2]1[C:10]2[N:9]=[C:8]3[N:11]([C:15]4[CH:20]=[CH:19][C:18]([O:21][CH3:22])=[CH:17][C:16]=4[CH3:23])[CH2:12][CH2:13][CH2:14][N:7]3[C:6]=2[C:5]([CH:24]([CH:26]2[CH2:28][CH2:27]2)[O:25][CH2:62][C:61]([F:65])([F:64])[F:60])=[CH:4][CH:3]=1. (3) Given the reactants [Cl:1][C:2]1[CH:7]=[C:6]([F:8])[CH:5]=[CH:4][C:3]=1[CH:9]1[C:14]([C:15]([O:17][CH2:18][CH3:19])=[O:16])=[C:13]([CH3:20])[NH:12][C:11]([C:21]2[C:26]([F:27])=[CH:25][CH:24]=[CH:23][N:22]=2)=[N:10]1.C1C(=O)N([Br:35])C(=O)C1, predict the reaction product. The product is: [Br:35][CH2:20][C:13]1[NH:12][C:11]([C:21]2[C:26]([F:27])=[CH:25][CH:24]=[CH:23][N:22]=2)=[N:10][CH:9]([C:3]2[CH:4]=[CH:5][C:6]([F:8])=[CH:7][C:2]=2[Cl:1])[C:14]=1[C:15]([O:17][CH2:18][CH3:19])=[O:16]. (4) The product is: [F:24][C:25]1[CH:32]=[CH:31][C:28]([CH2:29][NH:30][C:64]([C:2]2[CH:3]=[CH:4][C:5]3[NH:11][C:10]4[CH:12]=[CH:13][CH:14]=[CH:15][C:9]=4[C:8]([C:16]4[CH:21]=[CH:20][C:19]([F:22])=[CH:18][CH:17]=4)=[N:7][C:6]=3[CH:23]=2)=[O:65])=[CH:27][CH:26]=1. Given the reactants Cl[C:2]1[CH:3]=[CH:4][C:5]2[NH:11][C:10]3[CH:12]=[CH:13][CH:14]=[CH:15][C:9]=3[C:8]([C:16]3[CH:21]=[CH:20][C:19]([F:22])=[CH:18][CH:17]=3)=[N:7][C:6]=2[CH:23]=1.[F:24][C:25]1[CH:32]=[CH:31][C:28]([CH2:29][NH2:30])=[CH:27][CH:26]=1.F[B-](F)(F)F.C(P(C(C)(C)C)C(C)(C)C)(C)(C)C.N12CCCN=C1CCCCC2.C1C[O:65][CH2:64]C1, predict the reaction product. (5) Given the reactants [Cl:1][C:2]1[CH:7]=[C:6]2[NH:8][C:9](=[O:41])[C:10]3([CH:15]([C:16]4[CH:21]=[C:20]([Cl:22])[CH:19]=[CH:18][C:17]=4[O:23][C:24]([C:27]([O:29][CH3:30])=[O:28])([CH3:26])[CH3:25])[CH2:14][C:13](=O)[NH:12][CH:11]3[C:32]3[CH:37]=[C:36]([F:38])[C:35]([F:39])=[CH:34][C:33]=3[CH3:40])[C:5]2=[CH:4][CH:3]=1.P12(SP3(SP(SP(S3)(S1)=S)(=S)S2)=S)=[S:43], predict the reaction product. The product is: [Cl:1][C:2]1[CH:7]=[C:6]2[NH:8][C:9](=[O:41])[C:10]3([CH:15]([C:16]4[CH:21]=[C:20]([Cl:22])[CH:19]=[CH:18][C:17]=4[O:23][C:24]([C:27]([O:29][CH3:30])=[O:28])([CH3:26])[CH3:25])[CH2:14][C:13](=[S:43])[NH:12][CH:11]3[C:32]3[CH:37]=[C:36]([F:38])[C:35]([F:39])=[CH:34][C:33]=3[CH3:40])[C:5]2=[CH:4][CH:3]=1. (6) Given the reactants Cl[C:2]1[CH:7]=[C:6]([Cl:8])[N:5]=[C:4]([O:9][CH2:10][C:11]2([C:14]#[N:15])[CH2:13][CH2:12]2)[N:3]=1.Cl.[NH:17]1[CH2:22][CH2:21][CH:20]([C:23]2[C:31]3[C:26](=[N:27][CH:28]=[CH:29][CH:30]=3)[NH:25][CH:24]=2)[CH2:19][CH2:18]1.CCN(C(C)C)C(C)C.CCOC(C)=O, predict the reaction product. The product is: [Cl:8][C:6]1[CH:7]=[C:2]([N:17]2[CH2:18][CH2:19][CH:20]([C:23]3[C:31]4[C:26](=[N:27][CH:28]=[CH:29][CH:30]=4)[NH:25][CH:24]=3)[CH2:21][CH2:22]2)[N:3]=[C:4]([O:9][CH2:10][C:11]2([C:14]#[N:15])[CH2:13][CH2:12]2)[N:5]=1. (7) Given the reactants [C:1]([CH2:3][C:4]([O:6][C:7]([CH3:10])([CH3:9])[CH3:8])=[O:5])#[N:2].CC(C)([O-])C.[K+].I[C:18]1[N:22]([CH3:23])[N:21]=[CH:20][CH:19]=1.C(O)(=O)CC(CC(O)=O)(C(O)=O)O, predict the reaction product. The product is: [C:1]([CH:3]([C:18]1[N:22]([CH3:23])[N:21]=[CH:20][CH:19]=1)[C:4]([O:6][C:7]([CH3:10])([CH3:9])[CH3:8])=[O:5])#[N:2]. (8) Given the reactants [Br:1][C:2]1[CH:3]=[CH:4][C:5]([O:21][CH2:22][O:23][CH3:24])=[C:6]([CH2:8]/[CH:9]=[C:10](\[CH3:20])/[CH2:11][O:12][Si](C(C)(C)C)(C)C)[CH:7]=1.[F-].C([N+](CCCC)(CCCC)CCCC)CCC, predict the reaction product. The product is: [Br:1][C:2]1[CH:3]=[CH:4][C:5]([O:21][CH2:22][O:23][CH3:24])=[C:6]([CH2:8]/[CH:9]=[C:10](\[CH3:20])/[CH2:11][OH:12])[CH:7]=1. (9) Given the reactants [CH3:1][O:2][C:3]1([C:13]2[CH:18]=[CH:17][CH:16]=[CH:15][CH:14]=2)[CH2:8][CH2:7][CH2:6][CH2:5][CH:4]1[CH2:9][N:10]([CH3:12])[CH3:11].[ClH:19], predict the reaction product. The product is: [ClH:19].[CH3:1][O:2][C:3]1([C:13]2[CH:14]=[CH:15][CH:16]=[CH:17][CH:18]=2)[CH2:8][CH2:7][CH2:6][CH2:5][CH:4]1[CH2:9][N:10]([CH3:12])[CH3:11].[ClH:19].